Dataset: Full USPTO retrosynthesis dataset with 1.9M reactions from patents (1976-2016). Task: Predict the reactants needed to synthesize the given product. (1) The reactants are: [C:1]([O:5][CH:6]([C:11]1[C:12]([CH3:34])=[N:13][C:14]2[N:15]([N:25]=[C:26]([C:28]3[CH:33]=[CH:32][CH:31]=[CH:30][CH:29]=3)[N:27]=2)[C:16]=1[N:17]1[CH2:22][CH2:21][C:20]([CH3:24])([CH3:23])[CH2:19][CH2:18]1)[C:7]([O:9]C)=[O:8])([CH3:4])([CH3:3])[CH3:2].[OH-].[Na+]. Given the product [C:1]([O:5][CH:6]([C:11]1[C:12]([CH3:34])=[N:13][C:14]2[N:15]([N:25]=[C:26]([C:28]3[CH:29]=[CH:30][CH:31]=[CH:32][CH:33]=3)[N:27]=2)[C:16]=1[N:17]1[CH2:18][CH2:19][C:20]([CH3:24])([CH3:23])[CH2:21][CH2:22]1)[C:7]([OH:9])=[O:8])([CH3:2])([CH3:3])[CH3:4], predict the reactants needed to synthesize it. (2) Given the product [CH2:1]([NH:3][C:4](=[O:42])[NH:5][C:6]1[S:7][C:8]2[C:14]([NH:15][C:16](=[O:23])[C:17]3[CH:22]=[CH:21][CH:20]=[CH:19][N:18]=3)=[CH:13][C:12]([C:24]3[CH:25]=[N:26][C:27]([N:30]4[CH2:35][CH2:34][C:33]([CH3:41])([C:36]([OH:38])=[O:37])[CH2:32][CH2:31]4)=[N:28][CH:29]=3)=[CH:11][C:9]=2[N:10]=1)[CH3:2], predict the reactants needed to synthesize it. The reactants are: [CH2:1]([NH:3][C:4](=[O:42])[NH:5][C:6]1[S:7][C:8]2[C:14]([NH:15][C:16](=[O:23])[C:17]3[CH:22]=[CH:21][CH:20]=[CH:19][N:18]=3)=[CH:13][C:12]([C:24]3[CH:25]=[N:26][C:27]([N:30]4[CH2:35][CH2:34][C:33]([CH3:41])([C:36]([O:38]CC)=[O:37])[CH2:32][CH2:31]4)=[N:28][CH:29]=3)=[CH:11][C:9]=2[N:10]=1)[CH3:2].CC(C)([O-])C.[K+]. (3) Given the product [C:14]([C:2]1[CH:3]=[C:4]([N+:11]([O-:13])=[O:12])[CH:5]=[C:6]2[C:10]=1[NH:9][CH:8]=[CH:7]2)#[N:15], predict the reactants needed to synthesize it. The reactants are: Br[C:2]1[CH:3]=[C:4]([N+:11]([O-:13])=[O:12])[CH:5]=[C:6]2[C:10]=1[NH:9][CH:8]=[CH:7]2.[C:14]([Cu])#[N:15].[C-]#N.[K+].C(Cl)(Cl)Cl. (4) Given the product [Cl:1][C:2]1[C:3]([O:14][C@H:15]2[CH2:20][CH2:19][C@@H:18]([CH2:21][CH3:22])[CH2:17][CH2:16]2)=[CH:4][CH:5]=[C:6]2[C:11]=1[CH:10]=[N:9][C:8]([CH2:12][N:32]1[CH:28]3[CH2:27][CH2:26][CH2:25][CH:24]1[CH2:31][CH:49]([C:47]([O:46][CH:52]([CH3:56])[CH3:53])=[O:48])[CH2:29]3)=[CH:7]2, predict the reactants needed to synthesize it. The reactants are: [Cl:1][C:2]1[C:3]([O:14][C@H:15]2[CH2:20][CH2:19][C@@H:18]([CH2:21][CH3:22])[CH2:17][CH2:16]2)=[CH:4][CH:5]=[C:6]2[C:11]=1[CH:10]=[N:9][C:8]([CH:12]=O)=[CH:7]2.Cl.[CH:24]12[NH:32][CH:28]([CH2:29]C[CH2:31]1)[CH2:27][CH:26](C(OC)=O)[CH2:25]2.[BH-]([O:46][C:47]([CH3:49])=[O:48])([O:46][C:47]([CH3:49])=[O:48])[O:46][C:47]([CH3:49])=[O:48].[Na+].O.[CH2:52]1[CH2:56]OC[CH2:53]1. (5) Given the product [NH2:12][C:5]1[C:4]([CH3:15])=[CH:3][C:2]([F:1])=[CH:11][C:6]=1[C:7]([O:9][CH3:10])=[O:8], predict the reactants needed to synthesize it. The reactants are: [F:1][C:2]1[CH:3]=[C:4]([CH3:15])[C:5]([N+:12]([O-])=O)=[C:6]([CH:11]=1)[C:7]([O:9][CH3:10])=[O:8]. (6) Given the product [Br:20][C:18]1[CH:19]=[C:14]([C:5]2[C:6]3[N:7]([C:9]([CH2:12][CH3:13])=[CH:10][CH:11]=3)[N:8]=[C:3]([CH2:2][C:30]#[N:31])[C:4]=2[CH2:21][CH2:22][CH2:23][CH2:24][C:25]([O:27][CH2:28][CH3:29])=[O:26])[CH:15]=[N:16][CH:17]=1, predict the reactants needed to synthesize it. The reactants are: Br[CH2:2][C:3]1[C:4]([CH2:21][CH2:22][CH2:23][CH2:24][C:25]([O:27][CH2:28][CH3:29])=[O:26])=[C:5]([C:14]2[CH:15]=[N:16][CH:17]=[C:18]([Br:20])[CH:19]=2)[C:6]2[N:7]([C:9]([CH2:12][CH3:13])=[CH:10][CH:11]=2)[N:8]=1.[C-:30]#[N:31].[K+]. (7) Given the product [CH2:48]([NH:55][C:14]([C:4]1[S:3][C:2]([NH2:1])=[N:6][C:5]=1[CH2:7][C:8]1[CH:9]=[CH:10][CH:11]=[CH:12][CH:13]=1)=[O:16])[C:49]1[CH:54]=[CH:53][CH:52]=[CH:51][CH:50]=1, predict the reactants needed to synthesize it. The reactants are: [NH2:1][C:2]1[S:3][C:4]([C:14]([OH:16])=O)=[C:5]([CH2:7][C:8]2[CH:13]=[CH:12][CH:11]=[CH:10][CH:9]=2)[N:6]=1.C(N(C(C)C)CC)(C)C.Cl.C(N=C=NCCCN(C)C)C.ON1C2C=CC=CC=2N=N1.[CH2:48]([NH2:55])[C:49]1[CH:54]=[CH:53][CH:52]=[CH:51][CH:50]=1.